This data is from NCI-60 drug combinations with 297,098 pairs across 59 cell lines. The task is: Regression. Given two drug SMILES strings and cell line genomic features, predict the synergy score measuring deviation from expected non-interaction effect. (1) Drug 1: C1=CC=C(C(=C1)C(C2=CC=C(C=C2)Cl)C(Cl)Cl)Cl. Drug 2: C1=NC2=C(N1)C(=S)N=CN2. Cell line: SN12C. Synergy scores: CSS=34.3, Synergy_ZIP=-9.68, Synergy_Bliss=0.465, Synergy_Loewe=-30.1, Synergy_HSA=0.214. (2) Drug 1: CC1=C(C(CCC1)(C)C)C=CC(=CC=CC(=CC(=O)O)C)C. Drug 2: CC1=C(C(=O)C2=C(C1=O)N3CC4C(C3(C2COC(=O)N)OC)N4)N. Cell line: OVCAR-4. Synergy scores: CSS=7.35, Synergy_ZIP=-3.62, Synergy_Bliss=-2.59, Synergy_Loewe=-10.4, Synergy_HSA=-4.46. (3) Drug 1: C1=CC=C(C=C1)NC(=O)CCCCCCC(=O)NO. Drug 2: CCN(CC)CCCC(C)NC1=C2C=C(C=CC2=NC3=C1C=CC(=C3)Cl)OC. Cell line: CCRF-CEM. Synergy scores: CSS=29.3, Synergy_ZIP=-6.12, Synergy_Bliss=-1.79, Synergy_Loewe=-4.55, Synergy_HSA=-1.90. (4) Drug 1: CN(C)N=NC1=C(NC=N1)C(=O)N. Drug 2: C1=CC=C(C=C1)NC(=O)CCCCCCC(=O)NO. Cell line: SF-268. Synergy scores: CSS=3.95, Synergy_ZIP=0.330, Synergy_Bliss=0.0277, Synergy_Loewe=-11.8, Synergy_HSA=-5.27.